Dataset: Peptide-MHC class I binding affinity with 185,985 pairs from IEDB/IMGT. Task: Regression. Given a peptide amino acid sequence and an MHC pseudo amino acid sequence, predict their binding affinity value. This is MHC class I binding data. (1) The peptide sequence is PKISFEPI. The MHC is H-2-Kb with pseudo-sequence H-2-Kb. The binding affinity (normalized) is 0.179. (2) The peptide sequence is MAMGILHTI. The MHC is HLA-B83:01 with pseudo-sequence YYSEYRNIYAQTDESNLYIRYDDYTWAVDAYLSY. The binding affinity (normalized) is 0.243.